From a dataset of NCI-60 drug combinations with 297,098 pairs across 59 cell lines. Regression. Given two drug SMILES strings and cell line genomic features, predict the synergy score measuring deviation from expected non-interaction effect. Drug 1: CC(C)NC(=O)C1=CC=C(C=C1)CNNC.Cl. Drug 2: C1C(C(OC1N2C=NC(=NC2=O)N)CO)O. Cell line: MALME-3M. Synergy scores: CSS=5.26, Synergy_ZIP=-0.800, Synergy_Bliss=3.11, Synergy_Loewe=-0.237, Synergy_HSA=0.107.